From a dataset of Full USPTO retrosynthesis dataset with 1.9M reactions from patents (1976-2016). Predict the reactants needed to synthesize the given product. Given the product [OH:33]/[N:32]=[C:1](/[C@H:3]1[C@@H:7](/[CH:8]=[CH:9]/[CH2:10][CH2:11][CH2:12][CH2:13][CH2:14][CH2:15][CH2:16][CH2:17][CH2:18][CH2:19][CH2:20][CH2:21][CH3:22])[O:6][C:5]([CH3:23])([CH3:24])[N:4]1[C:25]([O:27][C:28]([CH3:29])([CH3:31])[CH3:30])=[O:26])\[NH2:2], predict the reactants needed to synthesize it. The reactants are: [C:1]([C@H:3]1[C@@H:7](/[CH:8]=[CH:9]/[CH2:10][CH2:11][CH2:12][CH2:13][CH2:14][CH2:15][CH2:16][CH2:17][CH2:18][CH2:19][CH2:20][CH2:21][CH3:22])[O:6][C:5]([CH3:24])([CH3:23])[N:4]1[C:25]([O:27][C:28]([CH3:31])([CH3:30])[CH3:29])=[O:26])#[N:2].[NH2:32][OH:33].